The task is: Predict the reactants needed to synthesize the given product.. This data is from Full USPTO retrosynthesis dataset with 1.9M reactions from patents (1976-2016). (1) The reactants are: [OH:1][NH:2][C:3]([C:5]1[C:10]([CH3:11])=[CH:9][CH:8]=[CH:7][N:6]=1)=[NH:4].[CH3:12][S:13][C:14]1[CH:22]=[C:18]([C:19](O)=O)[C:17]([OH:23])=[CH:16][CH:15]=1. Given the product [CH3:11][C:10]1[C:5]([C:3]2[N:4]=[C:19]([C:18]3[CH:22]=[C:14]([S:13][CH3:12])[CH:15]=[CH:16][C:17]=3[OH:23])[O:1][N:2]=2)=[N:6][CH:7]=[CH:8][CH:9]=1, predict the reactants needed to synthesize it. (2) Given the product [Cl:1][C:2]1[CH:3]=[C:4]([NH2:5])[CH:6]=[CH:7][C:8]=1[C:12]1[CH:13]=[CH:14][C:15]([C:17]([F:20])([F:19])[F:18])=[CH:16][C:11]=1[Cl:10], predict the reactants needed to synthesize it. The reactants are: [Cl:1][C:2]1[CH:3]=[C:4]([CH:6]=[CH:7][C:8]=1I)[NH2:5].[Cl:10][C:11]1[CH:16]=[C:15]([C:17]([F:20])([F:19])[F:18])[CH:14]=[CH:13][C:12]=1B(O)O.C([O-])([O-])=O.[K+].[K+].O. (3) Given the product [Cl:17][C:18]1[CH:23]=[CH:22][C:21]([C:8]2[CH:9]=[C:10]3[C:14](=[CH:15][CH:16]=2)[NH:13][CH:12]=[CH:11]3)=[CH:20][CH:19]=1, predict the reactants needed to synthesize it. The reactants are: C([O-])([O-])=O.[K+].[K+].Br[C:8]1[CH:9]=[C:10]2[C:14](=[CH:15][CH:16]=1)[NH:13][CH:12]=[CH:11]2.[Cl:17][C:18]1[CH:23]=[CH:22][C:21](B(O)O)=[CH:20][CH:19]=1. (4) The reactants are: [F:1][C:2]1[N:6]2[CH2:7][CH2:8][NH:9][CH2:10][C:5]2=[C:4]([C:11]#[N:12])[C:3]=1[C:13]1[CH:18]=[CH:17][CH:16]=[CH:15][CH:14]=1.C(N(CC)CC)C.[C:26]([N:30]=[C:31]=[O:32])([CH3:29])([CH3:28])[CH3:27].O. Given the product [C:26]([NH:30][C:31]([N:9]1[CH2:8][CH2:7][N:6]2[C:2]([F:1])=[C:3]([C:13]3[CH:14]=[CH:15][CH:16]=[CH:17][CH:18]=3)[C:4]([C:11]#[N:12])=[C:5]2[CH2:10]1)=[O:32])([CH3:29])([CH3:28])[CH3:27], predict the reactants needed to synthesize it. (5) Given the product [CH3:12][S:11][C:4]1[CH:5]=[C:6]([CH:7]=[CH:8][C:3]=1[S:2][CH3:1])[CH2:9][C:13]#[N:14], predict the reactants needed to synthesize it. The reactants are: [CH3:1][S:2][C:3]1[CH:8]=[CH:7][C:6]([CH2:9]Cl)=[CH:5][C:4]=1[S:11][CH3:12].[C-:13]#[N:14].[K+]. (6) Given the product [CH2:44]1[CH2:16][O:17][C:18]2([CH2:35][CH2:34][C@:33]34[O:9][C@:20]3([CH2:21][CH2:22][C@@H:23]3[C:32]4=[CH:31][CH2:30][C@@:28]4([CH3:29])[C@H:24]3[CH2:25][CH2:26][C@@:27]4([OH:42])[CH2:36][C:37]([F:41])=[C:38]([F:40])[F:39])[CH2:19]2)[O:43]1, predict the reactants needed to synthesize it. The reactants are: OO.O.O.O.FC(F)(F)C(C(F)(F)F)=[O:9].[CH2:16]1[CH2:44][O:43][C:18]2([CH2:35][CH2:34][C:33]3[C:32]4[C@H:23]([C@H:24]5[C@@:28]([CH2:30][CH:31]=4)([CH3:29])[C@:27]([OH:42])([CH2:36][C:37]([F:41])=[C:38]([F:40])[F:39])[CH2:26][CH2:25]5)[CH2:22][CH2:21][C:20]=3[CH2:19]2)[O:17]1.